This data is from Reaction yield outcomes from USPTO patents with 853,638 reactions. The task is: Predict the reaction yield, written as a fraction of the theoretical maximum amount of product (1.0 means a 100% yield; for example, 0.34 means a 34% yield). (1) The reactants are [N:1]1[CH:6]=[CH:5][CH:4]=[C:3]([CH2:7][CH2:8][C:9]([OH:11])=O)[CH:2]=1.Cl.[NH2:13][C:14]1[C:15]2[C:25]([O:26][CH2:27][C@H:28]3[CH2:33][CH2:32][CH2:31][CH2:30][NH2+:29]3)=[CH:24][CH:23]=[CH:22][C:16]=2[NH:17][S:18](=[O:21])(=[O:20])[N:19]=1. No catalyst specified. The product is [NH2:13][C:14]1[C:15]2[C:25]([O:26][CH2:27][C@H:28]3[CH2:33][CH2:32][CH2:31][CH2:30][N:29]3[C:9](=[O:11])[CH2:8][CH2:7][C:3]3[CH:2]=[N:1][CH:6]=[CH:5][CH:4]=3)=[CH:24][CH:23]=[CH:22][C:16]=2[NH:17][S:18](=[O:20])(=[O:21])[N:19]=1. The yield is 0.271. (2) The reactants are [NH2:1][C:2]1[N:7]=[C:6]([O:8]C)[N:5]([CH2:10][CH2:11][CH2:12][C:13](=[O:15])[CH3:14])[C:4](=[O:16])[CH:3]=1.Cl.[CH2:18]([C:20]1[CH:21]=[C:22]([CH:24]=[CH:25][C:26]=1[CH3:27])N)[CH3:19]. The catalyst is C(C1C=C(C=CC=1C)N)C. The product is [O:15]=[C:13]([CH3:14])[CH2:12][CH2:11][CH2:10][N:5]1[C:4](=[O:16])[CH:3]=[C:2]([NH:1][C:22]2[CH:24]=[CH:25][C:26]([CH3:27])=[C:20]([CH2:18][CH3:19])[CH:21]=2)[NH:7][C:6]1=[O:8]. The yield is 0.210. (3) The reactants are [C:1]1([C:15]2[CH:20]=[CH:19][CH:18]=[CH:17][CH:16]=2)[CH:6]=[CH:5][C:4]([C:7]2[N:8]=[C:9]([CH2:12][CH2:13][NH2:14])[NH:10][CH:11]=2)=[CH:3][CH:2]=1.[S:21](Cl)([OH:24])(=O)=[O:22].[CH3:26][CH2:27][CH2:28][CH3:29].C(=O)([O-])[O-].[K+].[K+]. The catalyst is CN(C=O)C. The product is [C:1]1([C:15]2[CH:16]=[CH:17][CH:18]=[CH:19][CH:20]=2)[CH:6]=[CH:5][C:4]([C:7]2[N:8]=[C:9]([CH2:12][CH2:13][NH:14][S:21]([CH2:26][CH2:27][CH2:28][CH3:29])(=[O:24])=[O:22])[NH:10][CH:11]=2)=[CH:3][CH:2]=1. The yield is 0.190.